From a dataset of Forward reaction prediction with 1.9M reactions from USPTO patents (1976-2016). Predict the product of the given reaction. (1) Given the reactants [CH:1]1([CH:4]([NH2:8])[CH2:5][O:6][CH3:7])[CH2:3][CH2:2]1.C([O-])([O-])=O.[Na+].[Na+].[C:15](Cl)([O:17][CH2:18][C:19]1[CH:24]=[CH:23][CH:22]=[CH:21][CH:20]=1)=[O:16], predict the reaction product. The product is: [CH:1]1([CH:4]([NH:8][C:15](=[O:16])[O:17][CH2:18][C:19]2[CH:24]=[CH:23][CH:22]=[CH:21][CH:20]=2)[CH2:5][O:6][CH3:7])[CH2:3][CH2:2]1. (2) Given the reactants [CH3:1][O:2][C:3](=[O:26])[CH2:4][C@H:5]1[C:9]2[CH:10]=[CH:11][C:12]([O:14][C@H:15]3[C:23]4[C:18](=[C:19](Br)[CH:20]=[CH:21][C:22]=4[F:24])[CH2:17][CH2:16]3)=[CH:13][C:8]=2[O:7][CH2:6]1.[Br-].[F:28][C:29]1[CH:30]=[C:31]([CH:34]=[C:35]([F:37])[CH:36]=1)[CH2:32][Zn+], predict the reaction product. The product is: [CH3:1][O:2][C:3](=[O:26])[CH2:4][C@H:5]1[C:9]2[CH:10]=[CH:11][C:12]([O:14][C@H:15]3[C:23]4[C:18](=[C:19]([CH2:32][C:31]5[CH:30]=[C:29]([F:28])[CH:36]=[C:35]([F:37])[CH:34]=5)[CH:20]=[CH:21][C:22]=4[F:24])[CH2:17][CH2:16]3)=[CH:13][C:8]=2[O:7][CH2:6]1.